From a dataset of Full USPTO retrosynthesis dataset with 1.9M reactions from patents (1976-2016). Predict the reactants needed to synthesize the given product. (1) Given the product [CH3:59][N:58]1[C:57]2[CH:60]=[CH:61][CH:62]=[CH:63][C:56]=2[N:55]=[C:54]1[C:50]1[CH:49]=[C:48]([N:71]2[CH2:72][CH2:73][C:68]3([O:67][CH2:66][CH2:65][O:64]3)[CH2:69][CH2:70]2)[CH:53]=[CH:52][CH:51]=1, predict the reactants needed to synthesize it. The reactants are: C1C=CC(P(C2C(C3C(P(C4C=CC=CC=4)C4C=CC=CC=4)=CC=C4C=3C=CC=C4)=C3C(C=CC=C3)=CC=2)C2C=CC=CC=2)=CC=1.Br[C:48]1[CH:49]=[C:50]([C:54]2[N:58]([CH3:59])[C:57]3[CH:60]=[CH:61][CH:62]=[CH:63][C:56]=3[N:55]=2)[CH:51]=[CH:52][CH:53]=1.[O:64]1[C:68]2([CH2:73][CH2:72][NH:71][CH2:70][CH2:69]2)[O:67][CH2:66][CH2:65]1.C([O-])([O-])=O.[Cs+].[Cs+]. (2) Given the product [Cl:2][C:3]1[CH:8]=[C:7]([NH2:9])[CH:6]=[CH:5][C:4]=1[C:12]#[C:13][CH2:14][N:15]([CH2:16][CH3:17])[CH2:18][CH3:19], predict the reactants needed to synthesize it. The reactants are: Cl.[Cl:2][C:3]1[CH:8]=[C:7]([N+:9]([O-])=O)[CH:6]=[CH:5][C:4]=1[C:12]#[C:13][CH2:14][N:15]([CH2:18][CH3:19])[CH2:16][CH3:17].C(=O)([O-])[O-].[Na+].[Na+]. (3) Given the product [F:1][C:2]1[CH:7]=[C:6]([C:8]2[CH:9]=[C:10]3[C:16]([C:17]4[CH:18]=[N:19][N:20]([CH2:22][C:23]5[CH:28]=[CH:27][CH:26]=[C:25]([F:29])[CH:24]=5)[CH:21]=4)=[CH:15][N:14]([S:30]([C:33]4[CH:39]=[CH:38][C:36]([CH3:37])=[CH:35][CH:34]=4)(=[O:31])=[O:32])[C:11]3=[N:12][CH:13]=2)[CH:5]=[N:4][C:3]=1[N:40]1[CH2:45][CH2:44][NH:43][CH2:42][CH2:41]1, predict the reactants needed to synthesize it. The reactants are: [F:1][C:2]1[C:3]([N:40]2[CH2:45][CH2:44][N:43](C(OC(C)(C)C)=O)[CH2:42][CH2:41]2)=[N:4][CH:5]=[C:6]([C:8]2[CH:9]=[C:10]3[C:16]([C:17]4[CH:18]=[N:19][N:20]([CH2:22][C:23]5[CH:28]=[CH:27][CH:26]=[C:25]([F:29])[CH:24]=5)[CH:21]=4)=[CH:15][N:14]([S:30]([C:33]4[CH:39]=[CH:38][C:36]([CH3:37])=[CH:35][CH:34]=4)(=[O:32])=[O:31])[C:11]3=[N:12][CH:13]=2)[CH:7]=1.FC1C=C(C2C=C3C(C4C=NN(CC5C=CC=C(F)C=5)C=4)=CNC3=NC=2)C=NC=1N1CCNCC1. (4) The reactants are: CS(O)(=O)=O.O=P12OP3(OP(OP(O3)(O1)=O)(=O)O2)=O.[CH:20]1[C:28]2[C:27]3[CH:29]=[CH:30][CH:31]=[CH:32][C:26]=3[S:25](=O)[C:24]=2[CH:23]=[CH:22][CH:21]=1.[CH3:34][O:35][CH2:36][CH2:37][O:38][CH2:39][CH2:40][O:41][C:42]1[C:47]([CH3:48])=[CH:46][CH:45]=[CH:44][C:43]=1[CH3:49].[I-:50].[Na+]. Given the product [I-:50].[CH3:34][O:35][CH2:36][CH2:37][O:38][CH2:39][CH2:40][O:41][C:42]1[C:43]([CH3:49])=[CH:44][C:45]([S+:25]2[C:24]3[CH:23]=[CH:22][CH:21]=[CH:20][C:28]=3[C:27]3[CH:29]=[CH:30][CH:31]=[CH:32][C:26]2=3)=[CH:46][C:47]=1[CH3:48], predict the reactants needed to synthesize it.